This data is from NCI-60 drug combinations with 297,098 pairs across 59 cell lines. The task is: Regression. Given two drug SMILES strings and cell line genomic features, predict the synergy score measuring deviation from expected non-interaction effect. (1) Drug 1: CC12CCC3C(C1CCC2=O)CC(=C)C4=CC(=O)C=CC34C. Drug 2: C1CN(P(=O)(OC1)NCCCl)CCCl. Cell line: HS 578T. Synergy scores: CSS=48.1, Synergy_ZIP=1.09, Synergy_Bliss=0.443, Synergy_Loewe=-17.8, Synergy_HSA=0.0283. (2) Drug 1: C1=CC(=C2C(=C1NCCNCCO)C(=O)C3=C(C=CC(=C3C2=O)O)O)NCCNCCO. Drug 2: CC1=CC=C(C=C1)C2=CC(=NN2C3=CC=C(C=C3)S(=O)(=O)N)C(F)(F)F. Cell line: EKVX. Synergy scores: CSS=31.1, Synergy_ZIP=2.14, Synergy_Bliss=3.19, Synergy_Loewe=-7.60, Synergy_HSA=5.58. (3) Drug 1: CN(C)C1=NC(=NC(=N1)N(C)C)N(C)C. Drug 2: CCN(CC)CCNC(=O)C1=C(NC(=C1C)C=C2C3=C(C=CC(=C3)F)NC2=O)C. Cell line: NCI-H522. Synergy scores: CSS=-7.50, Synergy_ZIP=2.16, Synergy_Bliss=-2.40, Synergy_Loewe=-8.38, Synergy_HSA=-6.47. (4) Drug 1: CNC(=O)C1=CC=CC=C1SC2=CC3=C(C=C2)C(=NN3)C=CC4=CC=CC=N4. Drug 2: CC1C(C(CC(O1)OC2CC(CC3=C2C(=C4C(=C3O)C(=O)C5=C(C4=O)C(=CC=C5)OC)O)(C(=O)C)O)N)O.Cl. Cell line: SF-539. Synergy scores: CSS=32.8, Synergy_ZIP=-7.40, Synergy_Bliss=0.00226, Synergy_Loewe=0.983, Synergy_HSA=1.92. (5) Drug 1: COC1=CC(=CC(=C1O)OC)C2C3C(COC3=O)C(C4=CC5=C(C=C24)OCO5)OC6C(C(C7C(O6)COC(O7)C8=CC=CS8)O)O. Drug 2: CC12CCC3C(C1CCC2O)C(CC4=C3C=CC(=C4)O)CCCCCCCCCS(=O)CCCC(C(F)(F)F)(F)F. Cell line: SF-295. Synergy scores: CSS=44.0, Synergy_ZIP=0.807, Synergy_Bliss=0.0664, Synergy_Loewe=-19.5, Synergy_HSA=0.369. (6) Drug 1: CN(CC1=CN=C2C(=N1)C(=NC(=N2)N)N)C3=CC=C(C=C3)C(=O)NC(CCC(=O)O)C(=O)O. Drug 2: CC(C)NC(=O)C1=CC=C(C=C1)CNNC.Cl. Cell line: T-47D. Synergy scores: CSS=1.97, Synergy_ZIP=1.65, Synergy_Bliss=3.10, Synergy_Loewe=0.338, Synergy_HSA=1.35. (7) Drug 1: CC1=C(C=C(C=C1)NC(=O)C2=CC=C(C=C2)CN3CCN(CC3)C)NC4=NC=CC(=N4)C5=CN=CC=C5. Drug 2: CN1C2=C(C=C(C=C2)N(CCCl)CCCl)N=C1CCCC(=O)O.Cl. Cell line: RXF 393. Synergy scores: CSS=-1.99, Synergy_ZIP=1.60, Synergy_Bliss=1.35, Synergy_Loewe=-5.69, Synergy_HSA=-3.73.